Task: Predict which catalyst facilitates the given reaction.. Dataset: Catalyst prediction with 721,799 reactions and 888 catalyst types from USPTO (1) Product: [F:18][C:2]([F:1])([F:17])[C:3]1[N:7]2[CH2:8][CH2:9][CH:10]([C:12]([OH:14])=[O:13])[CH2:11][C:6]2=[N:5][N:4]=1. Reactant: [F:1][C:2]([F:18])([F:17])[C:3]1[N:7]2[CH2:8][CH2:9][CH:10]([C:12]([O:14]CC)=[O:13])[CH2:11][C:6]2=[N:5][N:4]=1.O[Li].O.Cl. The catalyst class is: 20. (2) Reactant: [CH3:1][N:2]([CH2:4]/[CH:5]=[CH:6]/[C:7]([NH:9][C:10]1[CH:11]=[C:12]2[C:25]([NH:26][C:27]3[CH:28]=[CH:29][C:30]([F:34])=[C:31]([Cl:33])[CH:32]=3)=[N:24][CH:23]=[N:22][C:13]2=[CH:14][C:15]=1[O:16][C@@H:17]1[CH2:21][O:20][CH2:19][CH2:18]1)=[O:8])[CH3:3].[C:35]([OH:47])(=[O:46])[CH2:36][C:37]([CH2:42][C:43]([OH:45])=[O:44])([C:39]([OH:41])=[O:40])[OH:38]. Product: [CH3:1][N:2]([CH2:4]/[CH:5]=[CH:6]/[C:7]([NH:9][C:10]1[CH:11]=[C:12]2[C:25]([NH:26][C:27]3[CH:28]=[CH:29][C:30]([F:34])=[C:31]([Cl:33])[CH:32]=3)=[N:24][CH:23]=[N:22][C:13]2=[CH:14][C:15]=1[O:16][C@@H:17]1[CH2:21][O:20][CH2:19][CH2:18]1)=[O:8])[CH3:3].[C:35]([O-:47])(=[O:46])[CH2:36][C:37]([CH2:42][C:43]([O-:45])=[O:44])([C:39]([O-:41])=[O:40])[OH:38]. The catalyst class is: 8. (3) Reactant: [CH2:1]([N:8]1[CH2:13][CH2:12][CH:11](O)[CH:10]([CH2:15][OH:16])[CH2:9]1)[C:2]1[CH:7]=[CH:6][CH:5]=[CH:4][CH:3]=1.CCN(C(C)C)C(C)C.CS(Cl)(=O)=O.[H-].[Na+]. Product: [CH2:1]([N:8]1[CH2:13][CH2:12][C@@H:11]2[C@@H:10]([CH2:15][O:16]2)[CH2:9]1)[C:2]1[CH:3]=[CH:4][CH:5]=[CH:6][CH:7]=1. The catalyst class is: 168. (4) Product: [F:8][C:9]1[C:10]([C:43]([OH:45])=[O:44])=[CH:11][C:12]2[CH2:13][CH2:14][CH2:15][C:16]([OH:42])([C:19]3[S:20][C:21]([C:24]4[CH:29]=[C:28]([CH3:30])[CH:27]=[C:26]([NH:31][C:32]5[CH:37]=[C:36]([C:38]([F:41])([F:39])[F:40])[CH:35]=[CH:34][N:33]=5)[N:25]=4)=[CH:22][N:23]=3)[C:17]=2[CH:18]=1. Reactant: FC(F)(F)C(O)=O.[F:8][C:9]1[C:10]([C:43]([O:45]C)=[O:44])=[CH:11][C:12]2[CH2:13][CH2:14][CH2:15][C:16]([OH:42])([C:19]3[S:20][C:21]([C:24]4[CH:29]=[C:28]([CH3:30])[CH:27]=[C:26]([NH:31][C:32]5[CH:37]=[C:36]([C:38]([F:41])([F:40])[F:39])[CH:35]=[CH:34][N:33]=5)[N:25]=4)=[CH:22][N:23]=3)[C:17]=2[CH:18]=1.[OH-].[K+].Cl. The catalyst class is: 7. (5) Reactant: Cl[C:2]1[C:3]2[CH:31]=[C:30]([Cl:32])[CH:29]=[CH:28][C:4]=2[N:5]([CH2:19][C:20]2[CH:25]=[CH:24][C:23]([O:26][CH3:27])=[CH:22][CH:21]=2)[C:6](=[O:18])[CH:7]([CH2:9][CH2:10][C:11]2[CH:16]=[CH:15][CH:14]=[CH:13][C:12]=2[Cl:17])[N:8]=1.[O:33]=[C:34]1[N:51](C(OC(C)(C)C)=O)[C:37]2=[N:38][CH:39]=[C:40](B3OC(C)(C)C(C)(C)O3)[CH:41]=[C:36]2[N:35]1[C:59]([O:61][C:62]([CH3:65])([CH3:64])[CH3:63])=[O:60].C(=O)([O-])[O-].[Cs+].[Cs+].[Cl-].[Li+]. Product: [Cl:32][C:30]1[CH:29]=[CH:28][C:4]2[N:5]([CH2:19][C:20]3[CH:21]=[CH:22][C:23]([O:26][CH3:27])=[CH:24][CH:25]=3)[C:6](=[O:18])[CH:7]([CH2:9][CH2:10][C:11]3[CH:16]=[CH:15][CH:14]=[CH:13][C:12]=3[Cl:17])[N:8]=[C:2]([C:40]3[CH:41]=[C:36]4[N:35]([C:59]([O:61][C:62]([CH3:63])([CH3:64])[CH3:65])=[O:60])[C:34](=[O:33])[NH:51][C:37]4=[N:38][CH:39]=3)[C:3]=2[CH:31]=1. The catalyst class is: 38. (6) Reactant: [CH2:1]([N:3]([CH2:16][CH3:17])[C:4]1[CH:9]=[CH:8][C:7]([C:10]2[S:11][C:12]([NH2:15])=[CH:13][N:14]=2)=[CH:6][CH:5]=1)[CH3:2].C[Al](C)C.[NH:22](/[C:26](/[CH3:32])=[CH:27]\[C:28](OC)=[O:29])[C:23]([CH3:25])=O. Product: [CH2:16]([N:3]([CH2:1][CH3:2])[C:4]1[CH:9]=[CH:8][C:7]([C:10]2[S:11][C:12]([N:15]3[C:28](=[O:29])[CH:27]=[C:26]([CH3:32])[N:22]=[C:23]3[CH3:25])=[CH:13][N:14]=2)=[CH:6][CH:5]=1)[CH3:17]. The catalyst class is: 2. (7) Reactant: Cl.[CH3:2][O:3][NH2:4].C(N(CC)CC)C.[CH3:12][C:13]([C:15]1[CH:20]=[CH:19][CH:18]=[C:17]([I:21])[CH:16]=1)=O. Product: [CH3:2][O:3][N:4]=[C:13]([C:15]1[CH:20]=[CH:19][CH:18]=[C:17]([I:21])[CH:16]=1)[CH3:12]. The catalyst class is: 5. (8) Reactant: [CH3:1][O:2][C:3]1[CH:8]=[C:7]([N:9]2[CH2:16][CH:15]3[CH:11]([CH2:12][N:13]([CH3:17])[CH2:14]3)[CH2:10]2)[CH:6]=[CH:5][C:4]=1[C:18]1[CH:23]=[CH:22][CH:21]=[CH:20][CH:19]=1.[C:24]1([CH3:34])[CH:29]=[CH:28][C:27]([S:30]([OH:33])(=[O:32])=[O:31])=[CH:26][CH:25]=1.C(OCC)C. Product: [C:24]1([CH3:34])[CH:25]=[CH:26][C:27]([S:30]([OH:33])(=[O:31])=[O:32])=[CH:28][CH:29]=1.[CH3:1][O:2][C:3]1[CH:8]=[C:7]([N:9]2[CH2:10][CH:11]3[CH:15]([CH2:14][N:13]([CH3:17])[CH2:12]3)[CH2:16]2)[CH:6]=[CH:5][C:4]=1[C:18]1[CH:23]=[CH:22][CH:21]=[CH:20][CH:19]=1. The catalyst class is: 351. (9) Reactant: [CH3:1][O:2][C:3]1[CH:4]=[CH:5][C:6]2[C:10]([C:11](Cl)=[O:12])=[C:9]([CH3:14])[S:8][C:7]=2[CH:15]=1.[CH3:16][NH2:17]. Product: [CH3:16][NH:17][C:11]([C:10]1[C:6]2[CH:5]=[CH:4][C:3]([O:2][CH3:1])=[CH:15][C:7]=2[S:8][C:9]=1[CH3:14])=[O:12]. The catalyst class is: 1. (10) Reactant: Br[CH:2]([CH3:8])[C:3]([O:5][CH2:6][CH3:7])=[O:4].[NH:9]1[CH2:14][CH2:13][O:12][CH2:11][CH2:10]1. Product: [CH2:6]([O:5][C:3](=[O:4])[CH:2]([N:9]1[CH2:14][CH2:13][O:12][CH2:11][CH2:10]1)[CH3:8])[CH3:7]. The catalyst class is: 11.